From a dataset of Forward reaction prediction with 1.9M reactions from USPTO patents (1976-2016). Predict the product of the given reaction. (1) Given the reactants [Na+].[Br-].C([O-])(O)=O.[Na+].[C:8]1([CH2:14][CH:15]([CH3:19])[CH2:16][CH2:17][OH:18])[CH2:13][CH2:12][CH2:11][CH2:10][CH:9]=1.[O-]Cl.[Na+], predict the reaction product. The product is: [C:8]1([CH2:14][CH:15]([CH3:19])[CH2:16][CH:17]=[O:18])[CH2:13][CH2:12][CH2:11][CH2:10][CH:9]=1. (2) Given the reactants C(N(C(C)C)CC)(C)C.[NH2:10][C:11]1[CH:26]=[CH:25][C:24]([Cl:27])=[CH:23][C:12]=1[C:13]([NH:15][CH2:16][CH:17]1[CH2:22][CH2:21][CH2:20][CH2:19][CH2:18]1)=[O:14].[C:28]1([C:38](O)=[O:39])[C:37]2[C:32](=[CH:33][CH:34]=[CH:35][CH:36]=2)[CH:31]=[CH:30][N:29]=1.CN(C(ON1N=NC2C=CC=NC1=2)=[N+](C)C)C.F[P-](F)(F)(F)(F)F, predict the reaction product. The product is: [Cl:27][C:24]1[CH:25]=[CH:26][C:11]([NH:10][C:38]([C:28]2[C:37]3[C:32](=[CH:33][CH:34]=[CH:35][CH:36]=3)[CH:31]=[CH:30][N:29]=2)=[O:39])=[C:12]([C:13]([NH:15][CH2:16][CH:17]2[CH2:22][CH2:21][CH2:20][CH2:19][CH2:18]2)=[O:14])[CH:23]=1. (3) Given the reactants [OH-].[Na+].[CH3:3][O:4][C:5]1[CH:10]=[CH:9][C:8]([C:11]2[C:19]3[C:18]([NH:20][CH2:21][CH2:22][CH2:23][CH2:24][CH2:25][C:26]([O:28]C)=[O:27])=[N:17][CH:16]=[N:15][C:14]=3[O:13][C:12]=2[C:30]2[CH:31]=[N:32][CH:33]=[CH:34][CH:35]=2)=[CH:7][CH:6]=1.Cl.C(OCC)(=O)C, predict the reaction product. The product is: [CH3:3][O:4][C:5]1[CH:6]=[CH:7][C:8]([C:11]2[C:19]3[C:18]([NH:20][CH2:21][CH2:22][CH2:23][CH2:24][CH2:25][C:26]([OH:28])=[O:27])=[N:17][CH:16]=[N:15][C:14]=3[O:13][C:12]=2[C:30]2[CH:31]=[N:32][CH:33]=[CH:34][CH:35]=2)=[CH:9][CH:10]=1. (4) The product is: [CH:30]1([NH:33][S:11]([C:9]2[CH:10]=[C:5]([O:4][C:3]3[C:2]([Cl:1])=[CH:20][C:19]([CH2:21][CH:22]4[S:26][C:25](=[O:27])[NH:24][C:23]4=[O:28])=[CH:18][C:17]=3[Cl:29])[CH:6]=[CH:7][C:8]=2[O:15][CH3:16])(=[O:13])=[O:12])[CH2:32][CH2:31]1. Given the reactants [Cl:1][C:2]1[CH:20]=[C:19]([CH2:21][CH:22]2[S:26][C:25](=[O:27])[NH:24][C:23]2=[O:28])[CH:18]=[C:17]([Cl:29])[C:3]=1[O:4][C:5]1[CH:6]=[CH:7][C:8]([O:15][CH3:16])=[C:9]([S:11](Cl)(=[O:13])=[O:12])[CH:10]=1.[CH:30]1([NH2:33])[CH2:32][CH2:31]1.CN1CCOCC1, predict the reaction product. (5) Given the reactants [CH3:1][C:2]1[N:7]=[C:6]([C:8]2[C:9]([C:16]3[CH:25]=[C:24]4[C:19]([N:20]=[CH:21][C:22](=O)[NH:23]4)=[CH:18][CH:17]=3)=[C:10]3[CH2:15][CH2:14][CH2:13][N:11]3[N:12]=2)[CH:5]=[CH:4][CH:3]=1.P(Cl)(Cl)([Cl:29])=O, predict the reaction product. The product is: [Cl:29][C:22]1[CH:21]=[N:20][C:19]2[C:24](=[CH:25][C:16]([C:9]3[C:8]([C:6]4[CH:5]=[CH:4][CH:3]=[C:2]([CH3:1])[N:7]=4)=[N:12][N:11]4[CH2:13][CH2:14][CH2:15][C:10]=34)=[CH:17][CH:18]=2)[N:23]=1. (6) Given the reactants [F:1][C:2]1[CH:21]=[CH:20][C:5]([O:6][C:7]2[CH:8]=[C:9]([S:13]([CH2:16][CH2:17][CH2:18][NH2:19])(=[O:15])=[O:14])[CH:10]=[CH:11][CH:12]=2)=[CH:4][C:3]=1[C:22]1[C:31]2[C:26](=[C:27]([C:32]([F:35])([F:34])[F:33])[CH:28]=[CH:29][CH:30]=2)[N:25]=[CH:24][N:23]=1.[CH3:36][S:37](Cl)(=[O:39])=[O:38].C(N(CC)CC)C, predict the reaction product. The product is: [F:1][C:2]1[CH:21]=[CH:20][C:5]([O:6][C:7]2[CH:8]=[C:9]([S:13]([CH2:16][CH2:17][CH2:18][NH:19][S:37]([CH3:36])(=[O:39])=[O:38])(=[O:15])=[O:14])[CH:10]=[CH:11][CH:12]=2)=[CH:4][C:3]=1[C:22]1[C:31]2[C:26](=[C:27]([C:32]([F:35])([F:34])[F:33])[CH:28]=[CH:29][CH:30]=2)[N:25]=[CH:24][N:23]=1.